This data is from Full USPTO retrosynthesis dataset with 1.9M reactions from patents (1976-2016). The task is: Predict the reactants needed to synthesize the given product. (1) Given the product [Cl:1][C:2]1[C:3]2[N:4]([CH2:15][CH:14]([CH3:17])[N:13]=2)[C:5]2[C:10]([N:11]=1)=[CH:9][CH:8]=[C:7]([Cl:12])[CH:6]=2.[Cl:18][C:19]1[C:20]2[N:21]([CH2:32][CH:31]([CH3:34])[N:30]=2)[C:22]2[C:27]([N:28]=1)=[CH:26][C:25]([Cl:29])=[CH:24][CH:23]=2, predict the reactants needed to synthesize it. The reactants are: [Cl:1][C:2]1[C:3]([NH:13][CH:14]([CH3:17])[CH2:15]O)=[N:4][C:5]2[C:10]([N:11]=1)=[CH:9][CH:8]=[C:7]([Cl:12])[CH:6]=2.[Cl:18][C:19]1[C:20]([NH:30][CH:31]([CH3:34])[CH2:32]O)=[N:21][C:22]2[C:27]([N:28]=1)=[CH:26][C:25]([Cl:29])=[CH:24][CH:23]=2.O=S(Cl)Cl. (2) Given the product [C:21]([NH:29][C:30]1[S:31][CH2:7][C@@H:6]2[CH2:5][N:4]([C:9]([O:11][C:12]([CH3:15])([CH3:14])[CH3:13])=[O:10])[CH2:3][C@:2]2([C:16]2[S:20][N:19]=[CH:18][CH:17]=2)[N:1]=1)(=[O:28])[C:22]1[CH:27]=[CH:26][CH:25]=[CH:24][CH:23]=1, predict the reactants needed to synthesize it. The reactants are: [NH2:1][C@:2]1([C:16]2[S:20][N:19]=[CH:18][CH:17]=2)[C@H:6]([CH2:7]O)[CH2:5][N:4]([C:9]([O:11][C:12]([CH3:15])([CH3:14])[CH3:13])=[O:10])[CH2:3]1.[C:21]([N:29]=[C:30]=[S:31])(=[O:28])[C:22]1[CH:27]=[CH:26][CH:25]=[CH:24][CH:23]=1.C(N1C=CN=C1)(N1C=CN=C1)=O.